Dataset: Reaction yield outcomes from USPTO patents with 853,638 reactions. Task: Predict the reaction yield, written as a fraction of the theoretical maximum amount of product (1.0 means a 100% yield; for example, 0.34 means a 34% yield). The reactants are [Br:1][C:2]1[CH:7]=[CH:6][C:5]([C:8](=O)[CH:9](OCC)OCC)=[CH:4][C:3]=1[F:17].[NH2:18][NH:19][C:20]([NH2:22])=[S:21].[CH3:23]I. The catalyst is C(O)C.O.C1(C)C=CC(S(O)(=O)=O)=CC=1. The product is [Br:1][C:2]1[CH:7]=[CH:6][C:5]([C:8]2[N:18]=[N:19][C:20]([S:21][CH3:23])=[N:22][CH:9]=2)=[CH:4][C:3]=1[F:17]. The yield is 0.510.